Task: Predict the reactants needed to synthesize the given product.. Dataset: Full USPTO retrosynthesis dataset with 1.9M reactions from patents (1976-2016) (1) Given the product [CH3:1][C:2]1[CH:12]=[C:11]([CH2:13][CH2:14][C:15]2[CH:20]=[CH:19][C:18]([C:21]3[CH:26]=[CH:25][C:24]([C:27]([F:28])([F:29])[F:30])=[CH:23][CH:22]=3)=[CH:17][CH:16]=2)[CH:10]=[CH:9][C:3]=1[O:4][CH2:5][C:6]([OH:8])=[O:7], predict the reactants needed to synthesize it. The reactants are: [CH3:1][C:2]1[CH:12]=[C:11]([CH:13]=[CH:14][C:15]2[CH:20]=[CH:19][C:18]([C:21]3[CH:26]=[CH:25][C:24]([C:27]([F:30])([F:29])[F:28])=[CH:23][CH:22]=3)=[CH:17][CH:16]=2)[CH:10]=[CH:9][C:3]=1[O:4][CH2:5][C:6]([OH:8])=[O:7]. (2) Given the product [CH2:14]([C:5]1[S:1][C:2]([C:6]([OH:8])=[O:7])=[CH:3][CH:4]=1)[CH:15]([CH3:17])[CH3:16], predict the reactants needed to synthesize it. The reactants are: [S:1]1[CH:5]=[CH:4][CH:3]=[C:2]1[C:6]([OH:8])=[O:7].C1COCC1.[CH2:14](Br)[CH:15]([CH3:17])[CH3:16]. (3) The reactants are: Br[C:2]1[CH:7]=[CH:6][CH:5]=[CH:4][C:3]=1Br.[C:9]([C:12]1[CH:17]=[CH:16][C:15](B(O)O)=[CH:14][CH:13]=1)(=[O:11])[CH3:10].[K].O.[O:23]1[CH2:28][CH2:27]OCC1. Given the product [C:28]([C:2]1[CH:7]=[CH:6][C:5]([C:2]2[CH:7]=[CH:6][CH:5]=[CH:4][C:3]=2[C:15]2[CH:16]=[CH:17][C:12]([C:9](=[O:11])[CH3:10])=[CH:13][CH:14]=2)=[CH:4][CH:3]=1)(=[O:23])[CH3:27], predict the reactants needed to synthesize it. (4) Given the product [CH3:1][NH:2][S:3]([C:6]1[CH:11]=[CH:10][CH:9]=[C:8]([O:12][CH2:30][CH2:31][CH2:32][Cl:33])[CH:7]=1)(=[O:4])=[O:5], predict the reactants needed to synthesize it. The reactants are: [CH3:1][NH:2][S:3]([C:6]1[CH:11]=[CH:10][CH:9]=[C:8]([OH:12])[CH:7]=1)(=[O:5])=[O:4].C([O-])([O-])=O.[Cs+].[Cs+].S(O[CH2:30][CH2:31][CH2:32][Cl:33])(C1C=CC(C)=CC=1)(=O)=O. (5) Given the product [F:16][C:17]1[C:25]([C:26]([F:29])([F:28])[F:27])=[CH:24][CH:23]=[CH:22][C:18]=1[C:19]([N:12]1[CH2:13][CH2:14][C:15]2[N:7]([C:2]3[CH:47]=[N:48][CH:5]=[CH:4][N:3]=3)[N:8]=[N:9][C:10]=2[CH2:11]1)=[O:20], predict the reactants needed to synthesize it. The reactants are: N1C=[CH:5][CH:4]=[N:3][C:2]=1[N:7]1[C:15]2[CH2:14][CH2:13][NH:12][CH2:11][C:10]=2[N:9]=[N:8]1.[F:16][C:17]1[C:25]([C:26]([F:29])([F:28])[F:27])=[CH:24][CH:23]=[CH:22][C:18]=1[C:19](O)=[O:20].ClC1C(C(F)(F)F)=CC=CC=1C(O)=O.C(Cl)Cl.[CH3:47][N:48](C=O)C. (6) Given the product [CH3:18][O:17][C:7]1[N:8]=[C:9]([CH3:16])[C:10]([C:12]([O:14][CH3:15])=[O:13])=[N:11][CH:6]=1, predict the reactants needed to synthesize it. The reactants are: CC(C)=O.Cl[C:6]1[N:11]=[C:10]([C:12]([O:14][CH3:15])=[O:13])[C:9]([CH3:16])=[N:8][C:7]=1[O:17][CH3:18].C(N(CC)CC)C.